From a dataset of Full USPTO retrosynthesis dataset with 1.9M reactions from patents (1976-2016). Predict the reactants needed to synthesize the given product. (1) Given the product [N:1]1([C:6]2[CH:31]=[CH:30][C:9]([CH2:10][N:11]3[C:19]([S:20]([CH3:21])=[O:32])=[C:18]4[C:13]([N:14]([CH2:25][C:26]([CH3:28])([CH3:27])[CH3:29])[C:15](=[O:24])[N:16]([CH3:23])[C:17]4=[O:22])=[N:12]3)=[CH:8][CH:7]=2)[CH:5]=[N:4][CH:3]=[N:2]1, predict the reactants needed to synthesize it. The reactants are: [N:1]1([C:6]2[CH:31]=[CH:30][C:9]([CH2:10][N:11]3[C:19]([S:20][CH3:21])=[C:18]4[C:13]([N:14]([CH2:25][C:26]([CH3:29])([CH3:28])[CH3:27])[C:15](=[O:24])[N:16]([CH3:23])[C:17]4=[O:22])=[N:12]3)=[CH:8][CH:7]=2)[CH:5]=[N:4][CH:3]=[N:2]1.[OH:32]OS([O-])=O.[K+]. (2) Given the product [Br:10][C:11]1[CH:12]=[C:13]([CH:14]2[C:2]([C:1]([O:7][CH2:8][CH3:9])=[O:6])=[C:3]([CH3:5])[NH:20][C:3]([CH3:5])=[C:2]2[C:1]([O:7][CH2:8][CH3:9])=[O:21])[CH:16]=[CH:17][C:18]=1[F:19], predict the reactants needed to synthesize it. The reactants are: [C:1]([O:7][CH2:8][CH3:9])(=[O:6])[CH2:2][C:3]([CH3:5])=O.[Br:10][C:11]1[CH:12]=[C:13]([CH:16]=[CH:17][C:18]=1[F:19])[CH:14]=O.[NH4+:20].[OH-:21]. (3) The reactants are: [C:1](=[O:7])=[N:2][S:3](Cl)(=[O:5])=[O:4].[CH3:8][C:9]([OH:12])([CH3:11])[CH3:10].[CH3:13][C:14]([C:17]1[CH:22]=[CH:21][C:20]([C:23]2[C:31]3[C:26](=[CH:27][CH:28]=[CH:29][CH:30]=3)[N:25]([CH2:32][C:33]3[CH:38]=[CH:37][CH:36]=[C:35]([N:39]4[CH2:44][CH2:43][NH:42][CH2:41][CH2:40]4)[CH:34]=3)[C:24]=2[C:45]([O:47]CC2C=CC=CC=2)=[O:46])=[CH:19][CH:18]=1)([CH3:16])[CH3:15]. Given the product [CH3:8][C:9]([O:12][C:1]([NH:2][S:3]([N:42]1[CH2:43][CH2:44][N:39]([C:35]2[CH:34]=[C:33]([CH2:32][N:25]3[C:26]4[C:31](=[CH:30][CH:29]=[CH:28][CH:27]=4)[C:23]([C:20]4[CH:19]=[CH:18][C:17]([C:14]([CH3:15])([CH3:16])[CH3:13])=[CH:22][CH:21]=4)=[C:24]3[C:45]([OH:47])=[O:46])[CH:38]=[CH:37][CH:36]=2)[CH2:40][CH2:41]1)(=[O:5])=[O:4])=[O:7])([CH3:11])[CH3:10], predict the reactants needed to synthesize it. (4) Given the product [I:1][C:2]1[CH:3]=[C:4]([N:8]2[CH2:12][C:11](=[O:13])[N:10]([CH2:16][C:17]([NH2:19])=[O:18])[C:9]2=[O:14])[CH:5]=[CH:6][CH:7]=1, predict the reactants needed to synthesize it. The reactants are: [I:1][C:2]1[CH:3]=[C:4]([N:8]2[CH2:12][C:11](=[O:13])[NH:10][C:9]2=[O:14])[CH:5]=[CH:6][CH:7]=1.Br[CH2:16][C:17]([NH2:19])=[O:18].[H-].[Na+].P([O-])([O-])([O-])=O. (5) Given the product [CH:6]1[C:7]2[C:9](=[O:18])[C:10]3[C:15](=[CH:14][CH:13]=[CH:12][CH:11]=3)[C:16]=2[N:3]=[CH:4][CH:5]=1, predict the reactants needed to synthesize it. The reactants are: [OH-].[Na+].[N:3]1[C:16]2[C:7](=C3[C:13](=[CH:14][CH:15]=2)[CH:12]=[CH:11][C:10](=O)[C:9]3=[O:18])[CH:6]=[CH:5][CH:4]=1.